From a dataset of Reaction yield outcomes from USPTO patents with 853,638 reactions. Predict the reaction yield, written as a fraction of the theoretical maximum amount of product (1.0 means a 100% yield; for example, 0.34 means a 34% yield). (1) The reactants are [Br:1][C:2]1[CH:3]=[C:4]([N+]([O-])=O)[C:5]([C:8]#[N:9])=[N:6][CH:7]=1.[CH3:13][O:14][C:15]1[CH:16]=[C:17]([SH:21])[CH:18]=[CH:19][CH:20]=1.CN(C=O)C.[H-].[Na+]. The catalyst is O. The product is [Br:1][C:2]1[CH:3]=[C:4]([S:21][C:17]2[CH:18]=[CH:19][CH:20]=[C:15]([O:14][CH3:13])[CH:16]=2)[C:5]([C:8]#[N:9])=[N:6][CH:7]=1. The yield is 0.810. (2) The catalyst is C(Cl)Cl.C1COCC1. The product is [C:59]([O:62][C:63](=[O:64])[N:28]([CH2:27][CH2:26][C:21]1[CH:22]=[CH:23][C:24]([Cl:25])=[C:19]([C:18]([CH3:30])([CH3:29])[O:17][SiH2:16][C:12]([CH3:15])([CH3:14])[CH3:13])[CH:20]=1)[CH3:1])([CH3:61])([CH3:60])[CH3:58]. The reactants are [C:1]([O-])([O-])=O.[K+].[K+].ClC(OC)=O.[C:12]([SiH2:16][O:17][C:18]([CH3:30])([CH3:29])[C:19]1[CH:20]=[C:21]([CH2:26][CH2:27][NH2:28])[CH:22]=[CH:23][C:24]=1[Cl:25])([CH3:15])([CH3:14])[CH3:13].[H-].[H-].[H-].[H-].[Li+].[Al+3].C(C(C(C([O-])=O)O)O)([O-])=O.[Na+].[K+].CCN(C(C)C)C(C)C.[CH3:58][C:59]([O:62][C:63](O[C:63]([O:62][C:59]([CH3:61])([CH3:60])[CH3:58])=[O:64])=[O:64])([CH3:61])[CH3:60]. The yield is 0.910.